From a dataset of Full USPTO retrosynthesis dataset with 1.9M reactions from patents (1976-2016). Predict the reactants needed to synthesize the given product. Given the product [C:1]([NH:4][C:5]1[CH:10]=[CH:9][C:8]([S:11]([NH:15][CH3:16])(=[O:13])=[O:12])=[CH:7][CH:6]=1)(=[O:3])[CH3:2], predict the reactants needed to synthesize it. The reactants are: [C:1]([NH:4][C:5]1[CH:10]=[CH:9][C:8]([S:11](Cl)(=[O:13])=[O:12])=[CH:7][CH:6]=1)(=[O:3])[CH3:2].[N:15]1C=CC=C[CH:16]=1.